This data is from Full USPTO retrosynthesis dataset with 1.9M reactions from patents (1976-2016). The task is: Predict the reactants needed to synthesize the given product. (1) Given the product [Br:1][C:2]1[C:3]2[S:10][C:9]([NH2:11])=[N:8][C:4]=2[CH:5]=[CH:6][CH:7]=1, predict the reactants needed to synthesize it. The reactants are: [Br:1][C:2]1[CH:3]=[C:4]([NH:8][C:9]([NH2:11])=[S:10])[CH:5]=[CH:6][CH:7]=1.BrBr.BrC1C=CC2N=C(N)SC=2C=1. (2) The reactants are: Cl[C:2]1[CH:3]=[CH:4][C:5]2[N:6]([C:8]([N+:11]([O-:13])=[O:12])=[CH:9][N:10]=2)[N:7]=1.[F:14][C:15]1[CH:16]=[C:17]([CH:21]2[CH2:26][CH2:25][CH2:24][CH2:23][NH:22]2)[CH:18]=[CH:19][CH:20]=1.C(N(C(C)C)C(C)C)C.C(O)CCC. Given the product [F:14][C:15]1[CH:16]=[C:17]([CH:21]2[CH2:26][CH2:25][CH2:24][CH2:23][N:22]2[C:2]2[CH:3]=[CH:4][C:5]3[N:6]([C:8]([N+:11]([O-:13])=[O:12])=[CH:9][N:10]=3)[N:7]=2)[CH:18]=[CH:19][CH:20]=1, predict the reactants needed to synthesize it. (3) Given the product [N:1]1([C:8]([O:10][C:11]([CH3:14])([CH3:13])[CH3:12])=[O:9])[CH2:7][CH2:6][C@H:2]1[C:3]([NH:37][CH2:38][C:39]1[CH:46]=[CH:45][CH:42]=[CH:41][CH:40]=1)=[O:5], predict the reactants needed to synthesize it. The reactants are: [N:1]1([C:8]([O:10][C:11]([CH3:14])([CH3:13])[CH3:12])=[O:9])[CH2:7][CH2:6][C@H:2]1[C:3]([OH:5])=O.CN(C(ON1N=NC2C=CC=CC1=2)=[N+](C)C)C.[B-](F)(F)(F)F.[NH2:37][CH2:38][C:39]1[CH:46]=[CH:45][C:42](C#N)=[C:41](F)[CH:40]=1. (4) Given the product [F:1][CH2:2][CH2:3][CH2:4][CH2:5][CH2:6][CH2:7][CH2:8][CH2:9][C:10]([OH:12])=[O:11], predict the reactants needed to synthesize it. The reactants are: [F:1][CH2:2][CH2:3][CH2:4][CH2:5][CH2:6][CH2:7][CH2:8][CH2:9][C:10]([O:12]C)=[O:11].[OH-].[Li+].Cl.